This data is from Catalyst prediction with 721,799 reactions and 888 catalyst types from USPTO. The task is: Predict which catalyst facilitates the given reaction. Reactant: [OH:1][C:2]1[C:3]([N+:12]([O-:14])=[O:13])=[C:4]([CH:9]=[CH:10][CH:11]=1)[C:5]([O:7][CH3:8])=[O:6].CS(O[CH:20]1[CH2:25][CH2:24][O:23][CH2:22][CH2:21]1)(=O)=O.C([O-])([O-])=O.[K+].[K+].C(OCC)(=O)C. Product: [N+:12]([C:3]1[C:2]([O:1][CH:20]2[CH2:25][CH2:24][O:23][CH2:22][CH2:21]2)=[CH:11][CH:10]=[CH:9][C:4]=1[C:5]([O:7][CH3:8])=[O:6])([O-:14])=[O:13]. The catalyst class is: 23.